The task is: Predict which catalyst facilitates the given reaction.. This data is from Catalyst prediction with 721,799 reactions and 888 catalyst types from USPTO. (1) Reactant: [CH3:1][O:2][C:3]1[CH:8]=[C:7]([CH3:9])[C:6]([S:10]([N:13]([CH2:15][C:16]2[O:20][CH:19]=[C:18]([C:21](O)=[O:22])[CH:17]=2)[CH3:14])(=[O:12])=[O:11])=[C:5]([CH3:24])[CH:4]=1.C1N=CN(C(N2C=NC=C2)=O)C=1.[NH:37]1[CH2:41][CH2:40][N:39]=[C:38]1[C:42]1[CH:47]=[CH:46][C:45]([CH2:48][CH2:49][NH:50][CH3:51])=[CH:44][CH:43]=1. Product: [NH:39]1[CH2:40][CH2:41][N:37]=[C:38]1[C:42]1[CH:43]=[CH:44][C:45]([CH2:48][CH2:49][N:50]([CH3:51])[C:21]([C:18]2[CH:17]=[C:16]([CH2:15][N:13]([S:10]([C:6]3[C:5]([CH3:24])=[CH:4][C:3]([O:2][CH3:1])=[CH:8][C:7]=3[CH3:9])(=[O:11])=[O:12])[CH3:14])[O:20][CH:19]=2)=[O:22])=[CH:46][CH:47]=1. The catalyst class is: 26. (2) Reactant: [NH2:1][C:2]1[C:3]2[C:10](I)=[CH:9][N:8]([C@H:12]3[CH2:15][C@H:14]([CH2:16][OH:17])[CH2:13]3)[C:4]=2[N:5]=[CH:6][N:7]=1.[C:18]1([C:24]2[CH:33]=[CH:32][C:31]3[C:26](=[CH:27][C:28](B4OC(C)(C)C(C)(C)O4)=[CH:29][CH:30]=3)[N:25]=2)[CH:23]=[CH:22][CH:21]=[CH:20][CH:19]=1.C([O-])([O-])=O.[Na+].[Na+].O. Product: [NH2:1][C:2]1[C:3]2[C:10]([C:28]3[CH:27]=[C:26]4[C:31]([CH:32]=[CH:33][C:24]([C:18]5[CH:23]=[CH:22][CH:21]=[CH:20][CH:19]=5)=[N:25]4)=[CH:30][CH:29]=3)=[CH:9][N:8]([C@H:12]3[CH2:15][C@H:14]([CH2:16][OH:17])[CH2:13]3)[C:4]=2[N:5]=[CH:6][N:7]=1. The catalyst class is: 128. (3) Reactant: [Cl-:1].[Cl-].[Cl-].[Nd+3:4].[O:5]1[CH2:9][CH2:8][CH2:7][CH2:6]1.[Cl-].[Cl-].[Cl-].[Nd+3]. Product: [O:5]1[CH2:9][CH2:8][CH2:7][CH2:6]1.[O:5]1[CH2:9][CH2:8][CH2:7][CH2:6]1.[O:5]1[CH2:9][CH2:8][CH2:7][CH2:6]1.[Cl-:1].[Cl-:1].[Cl-:1].[Nd+3:4]. The catalyst class is: 1. (4) Reactant: [Br:1][C:2]1[CH:3]=[C:4]([CH:8]=[CH:9][C:10]=1[F:11])[C:5](O)=[O:6].C(Cl)(=O)C([Cl:15])=O.CN(C=O)C. Product: [Br:1][C:2]1[CH:3]=[C:4]([CH:8]=[CH:9][C:10]=1[F:11])[C:5]([Cl:15])=[O:6]. The catalyst class is: 2. (5) Reactant: [CH3:1][N:2]1[CH:6]=[CH:5][C:4]([NH2:7])=[N:3]1.C([O:10][C:11]([NH:13][N:14]=[C:15](OCC)[CH3:16])=O)C. Product: [CH3:16][C:15]1[N:7]([C:4]2[CH:5]=[CH:6][N:2]([CH3:1])[N:3]=2)[C:11](=[O:10])[NH:13][N:14]=1. The catalyst class is: 9. (6) Reactant: [F:1][C:2]1[CH:7]=[C:6]([N+:8]([O-:10])=[O:9])[CH:5]=[C:4]([F:11])[C:3]=1F.[NH:13]1[CH2:18][CH2:17][O:16][CH2:15][CH2:14]1.CCN(CC)CC. The catalyst class is: 25. Product: [F:11][C:4]1[CH:5]=[C:6]([N+:8]([O-:10])=[O:9])[CH:7]=[C:2]([F:1])[C:3]=1[N:13]1[CH2:18][CH2:17][O:16][CH2:15][CH2:14]1. (7) Reactant: [NH2:1][C:2]1[C:3]([CH3:11])=[C:4]([C:7]([Br:10])=[CH:8][CH:9]=1)[C:5]#[N:6].[C:12]([O:15]C(=O)C)(=O)[CH3:13].[N:19](OCCC(C)C)=O. Product: [C:12]([N:1]1[C:2]2[CH:9]=[CH:8][C:7]([Br:10])=[C:4]([C:5]#[N:6])[C:3]=2[CH:11]=[N:19]1)(=[O:15])[CH3:13]. The catalyst class is: 11. (8) Reactant: Cl[C:2]1[N:3]=[N:4][C:5]([C:8]#[C:9][C:10]2[CH:15]=[CH:14][CH:13]=[CH:12][CH:11]=2)=[CH:6][CH:7]=1.[I-:16].[Na+].C(O)(=O)C.S(=O)(=O)(O)O. Product: [I:16][C:2]1[N:3]=[N:4][C:5]([C:8]#[C:9][C:10]2[CH:15]=[CH:14][CH:13]=[CH:12][CH:11]=2)=[CH:6][CH:7]=1. The catalyst class is: 647. (9) Reactant: [CH2:1]([S:3](Cl)(=[O:5])=[O:4])[CH3:2].[NH:7]1[CH:11]=[CH:10][CH:9]=[C:8]1[C:12]#[N:13].[Cl-].[Na+]. Product: [CH2:1]([S:3]([N:7]1[CH:11]=[CH:10][CH:9]=[C:8]1[C:12]#[N:13])(=[O:5])=[O:4])[CH3:2]. The catalyst class is: 76. (10) Reactant: [NH:1]1[C:5]([CH2:6][C:7]2[N:8]([C:19]3[CH:24]=[CH:23][C:22]([OH:25])=[CH:21][CH:20]=3)[C:9]([C:12]3[CH:17]=[CH:16][C:15](Br)=[CH:14][CH:13]=3)=[CH:10][CH:11]=2)=[N:4][N:3]=[N:2]1.[CH3:26][C:27]1[NH:28][CH:29]=[CH:30][N:31]=1.C([O-])([O-])=O.[Cs+].[Cs+].CC(=O)OCC. Product: [NH:1]1[C:5]([CH2:6][C:7]2[N:8]([C:19]3[CH:24]=[CH:23][C:22]([OH:25])=[CH:21][CH:20]=3)[C:9]([C:12]3[CH:17]=[CH:16][C:15]([N:28]4[CH:29]=[CH:30][N:31]=[C:27]4[CH3:26])=[CH:14][CH:13]=3)=[CH:10][CH:11]=2)=[N:4][N:3]=[N:2]1. The catalyst class is: 16.